Task: Predict the reactants needed to synthesize the given product.. Dataset: Retrosynthesis with 50K atom-mapped reactions and 10 reaction types from USPTO (1) Given the product CC(C)(C#N)c1cccc(C(=O)Nc2ccc(F)c(NC(=O)c3ccc4nccnc4c3)c2)c1, predict the reactants needed to synthesize it. The reactants are: CC(C)(C#N)c1cccc(C(=O)Nc2ccc(F)c(N)c2)c1.O=C(O)c1ccc2nccnc2c1. (2) Given the product CC(C)(C)OC(=O)N1CCC(O)(CC(=O)OCc2ccccc2)CC1, predict the reactants needed to synthesize it. The reactants are: CC(C)(C)OC(=O)N1CCC(=O)CC1.O=C(CBr)OCc1ccccc1. (3) Given the product CCO[C@@H](Cc1ccc(OCCc2ccc(S(=O)(=O)c3ccccc3)cc2)cc1)C(=O)O, predict the reactants needed to synthesize it. The reactants are: CCOC(=O)[C@H](Cc1ccc(OCCc2ccc(S(=O)(=O)c3ccccc3)cc2)cc1)OCC.